This data is from Full USPTO retrosynthesis dataset with 1.9M reactions from patents (1976-2016). The task is: Predict the reactants needed to synthesize the given product. (1) Given the product [Cl:1][C:2]1[C:7]([C:8]2[NH:20][C:15]3[CH:16]=[CH:17][CH:18]=[CH:19][C:14]=3[N:9]=2)=[CH:6][CH:5]=[C:4]([C:10]([CH3:13])([CH3:12])[CH3:11])[N:3]=1, predict the reactants needed to synthesize it. The reactants are: [Cl:1][C:2]1[C:7]([C:8]#[N:9])=[CH:6][CH:5]=[C:4]([C:10]([CH3:13])([CH3:12])[CH3:11])[N:3]=1.[C:14]1(N)[CH:19]=[CH:18][CH:17]=[CH:16][C:15]=1[NH2:20].O.C1(C)C=CC(S(O)(=O)=O)=CC=1. (2) Given the product [ClH:7].[CH3:11][C:9]([C:12]1[O:16][C:15]([CH2:17][S:18][C:19]2[S:23][C:22]([NH:24][C:25]([CH:27]3[CH2:28][CH2:29][NH:30][CH2:31][CH2:32]3)=[O:26])=[N:21][CH:20]=2)=[N:14][CH:13]=1)([CH3:8])[CH3:10], predict the reactants needed to synthesize it. The reactants are: CCO.C([Cl:7])(=O)C.[CH3:8][C:9]([C:12]1[O:16][C:15]([CH2:17][S:18][C:19]2[S:23][C:22]([NH:24][C:25]([CH:27]3[CH2:32][CH2:31][NH:30][CH2:29][CH2:28]3)=[O:26])=[N:21][CH:20]=2)=[N:14][CH:13]=1)([CH3:11])[CH3:10]. (3) Given the product [C:1]([NH:4][CH2:5][CH2:6][CH2:7][C@H:8]([C@@H:23]1[CH2:28][CH2:27][CH2:26][N:25]([C:29]([O:31][C:32]([CH3:35])([CH3:34])[CH3:33])=[O:30])[CH2:24]1)[C:9]1[CH:10]=[C:11]([C:16]2[CH:21]=[CH:20][CH:19]=[C:18]([CH3:22])[CH:17]=2)[C:12]([F:15])=[CH:13][CH:14]=1)(=[O:3])[CH3:2], predict the reactants needed to synthesize it. The reactants are: [C:1]([NH:4][CH2:5][CH2:6][CH:7]=[C:8]([C@@H:23]1[CH2:28][CH2:27][CH2:26][N:25]([C:29]([O:31][C:32]([CH3:35])([CH3:34])[CH3:33])=[O:30])[CH2:24]1)[C:9]1[CH:10]=[C:11]([C:16]2[CH:21]=[CH:20][CH:19]=[C:18]([CH3:22])[CH:17]=2)[C:12]([F:15])=[CH:13][CH:14]=1)(=[O:3])[CH3:2]. (4) Given the product [CH2:22]([N:7]1[C:6]([C:2]2[O:1][CH:5]=[CH:4][CH:3]=2)=[C:13]2[C:9](=[C:10]([C:15]3[O:16][CH:17]=[CH:18][CH:19]=3)[N:11]([CH2:17][CH2:18][CH2:19][CH2:15][CH2:10][CH2:9][CH2:13][CH2:6][CH2:2][CH2:3][CH2:4][CH3:5])[C:12]2=[O:14])[C:8]1=[O:20])[CH2:23][CH2:24][CH2:25][CH2:26][CH2:27][CH2:28][CH2:29][CH2:30][CH2:31][CH2:32][CH3:33], predict the reactants needed to synthesize it. The reactants are: [O:1]1[CH:5]=[CH:4][CH:3]=[C:2]1[C:6]1[NH:7][C:8](=[O:20])[C:9]2[C:13]=1[C:12](=[O:14])[NH:11][C:10]=2[C:15]1[O:16][CH:17]=[CH:18][CH:19]=1.Br[CH2:22][CH2:23][CH2:24][CH2:25][CH2:26][CH2:27][CH2:28][CH2:29][CH2:30][CH2:31][CH2:32][CH3:33].